Dataset: Full USPTO retrosynthesis dataset with 1.9M reactions from patents (1976-2016). Task: Predict the reactants needed to synthesize the given product. Given the product [CH2:25]([C:20]1[N:11]([CH2:9][C:1]2[CH:2]=[CH:7][CH:6]=[CH:5][CH:4]=2)[C:12](=[O:22])[C:13]2[C:14](=[CH:15][CH:16]=[CH:17][CH:18]=2)[N:19]=1)[CH3:26].[Br:23][CH:25]([C:20]1[N:11]([CH2:9][C:1]2[CH:2]=[CH:7][CH:6]=[CH:5][CH:4]=2)[C:12](=[O:22])[C:13]2[C:14](=[CH:15][CH:16]=[CH:17][CH:18]=2)[N:19]=1)[CH3:26], predict the reactants needed to synthesize it. The reactants are: [C:1]([CH:9]([NH:11][C:12](=[O:22])[C:13]1[CH:18]=[CH:17][CH:16]=[CH:15][C:14]=1[NH:19][CH:20]=O)C)(=O)[C:2]1[CH:7]=[CH:6][CH:5]=[CH:4]C=1.[Br:23]Br.[C:25](O)(=O)[CH3:26].